From a dataset of Peptide-MHC class II binding affinity with 134,281 pairs from IEDB. Regression. Given a peptide amino acid sequence and an MHC pseudo amino acid sequence, predict their binding affinity value. This is MHC class II binding data. (1) The peptide sequence is GEPGIAGFKGDQGPK. The MHC is H-2-IAq with pseudo-sequence H-2-IAq. The binding affinity (normalized) is 0. (2) The peptide sequence is GIGVLLTWIGLNSKN. The MHC is DRB1_0404 with pseudo-sequence DRB1_0404. The binding affinity (normalized) is 0.422. (3) The peptide sequence is KTFEREYPTIKQKKP. The MHC is DRB3_0301 with pseudo-sequence DRB3_0301. The binding affinity (normalized) is 0.233. (4) The peptide sequence is EGTVDFIFGEARSLY. The MHC is HLA-DPA10201-DPB10501 with pseudo-sequence HLA-DPA10201-DPB10501. The binding affinity (normalized) is 0.337.